This data is from Catalyst prediction with 721,799 reactions and 888 catalyst types from USPTO. The task is: Predict which catalyst facilitates the given reaction. Reactant: [Cl:1][C:2]1[CH:7]=[C:6]([CH3:8])[C:5]([CH3:9])=[CH:4][C:3]=1[C:10]1[C:11](=[O:28])[N:12]([O:23][CH2:24][CH2:25][O:26][CH3:27])[C:13]2([CH2:20][CH2:19][N:18]([O:21][CH3:22])[CH2:17][CH2:16]2)[C:14]=1[OH:15].C(=O)([O-])O.[Na+].S(Cl)([Cl:37])(=O)=O.C(=O)([O-])[O-].[K+].[K+]. Product: [Cl:37][C:10]1([C:3]2[CH:4]=[C:5]([CH3:9])[C:6]([CH3:8])=[CH:7][C:2]=2[Cl:1])[C:14](=[O:15])[C:13]2([CH2:16][CH2:17][N:18]([O:21][CH3:22])[CH2:19][CH2:20]2)[N:12]([O:23][CH2:24][CH2:25][O:26][CH3:27])[C:11]1=[O:28]. The catalyst class is: 22.